Dataset: Forward reaction prediction with 1.9M reactions from USPTO patents (1976-2016). Task: Predict the product of the given reaction. (1) The product is: [CH3:11][C:8]1[CH:9]=[CH:10][C:5]([C:4]([OH:25])=[O:3])=[CH:6][C:7]=1[NH:12][C:13]1[N:18]=[C:17]([NH:19][C:20]2[S:21][CH:22]=[CH:23][N:24]=2)[CH:16]=[CH:15][N:14]=1. Given the reactants C([O:3][C:4](=[O:25])[C:5]1[CH:10]=[CH:9][C:8]([CH3:11])=[C:7]([NH:12][C:13]2[N:18]=[C:17]([NH:19][C:20]3[S:21][CH:22]=[CH:23][N:24]=3)[CH:16]=[CH:15][N:14]=2)[CH:6]=1)C.C(OC(=O)C1C=CC(NC2N=C(C3C=NC=CC=3)C=CN=2)=CC=1)C, predict the reaction product. (2) Given the reactants [OH:1][C:2]1([C:11]2[S:12][C:13]([C:16]3[CH:21]=[C:20]([NH:22][C:23]4[N:28]=[C:27]([C:29]([F:32])([F:31])[F:30])[CH:26]=[CH:25][N:24]=4)[CH:19]=[C:18]([CH3:33])[CH:17]=3)=[CH:14][N:15]=2)[CH2:7][CH2:6][CH2:5][C:4](=O)[C:3]1([CH3:10])[CH3:9].Cl.[NH2:35][OH:36], predict the reaction product. The product is: [OH:36]/[N:35]=[C:4]1/[C:3]([CH3:9])([CH3:10])[C:2]([C:11]2[S:12][C:13]([C:16]3[CH:21]=[C:20]([NH:22][C:23]4[N:28]=[C:27]([C:29]([F:30])([F:31])[F:32])[CH:26]=[CH:25][N:24]=4)[CH:19]=[C:18]([CH3:33])[CH:17]=3)=[CH:14][N:15]=2)([OH:1])[CH2:7][CH2:6][CH2:5]/1.